Dataset: Catalyst prediction with 721,799 reactions and 888 catalyst types from USPTO. Task: Predict which catalyst facilitates the given reaction. (1) Reactant: [F:1][C:2]1[CH:8]=[CH:7][C:5]([NH2:6])=[CH:4][CH:3]=1.Cl.[N:10]([O-])=O.[Na+].CC([O-])=O.[Na+].[Cl:19][CH:20](C(C)=O)[C:21]([O:23][CH3:24])=[O:22]. Product: [CH3:24][O:23][C:21](=[O:22])[C:20](=[N:10][NH:6][C:5]1[CH:7]=[CH:8][C:2]([F:1])=[CH:3][CH:4]=1)[Cl:19]. The catalyst class is: 5. (2) Reactant: [CH3:1][P:2](=[O:7])([O:5][CH3:6])[O:3][CH3:4].[P].[S].C1([OH:16])C=CC=CC=1.[OH2:17]. Product: [CH3:1][P:2](=[O:7])([O:5][CH3:6])[O:3][CH3:4].[O:17]=[O:16]. The catalyst class is: 16. (3) Reactant: [Cl:1][C:2]1[N:11]=[C:10](Cl)[C:9]2[C:4](=[CH:5][CH:6]=[C:7]([N:13]3[CH2:18][CH2:17][CH2:16][CH2:15][CH2:14]3)[CH:8]=2)[N:3]=1.[CH:19]1([C:22]2[CH:23]=[C:24]([NH2:27])[NH:25][N:26]=2)[CH2:21][CH2:20]1. Product: [Cl:1][C:2]1[N:11]=[C:10]([NH:27][C:24]2[NH:25][N:26]=[C:22]([CH:19]3[CH2:21][CH2:20]3)[CH:23]=2)[C:9]2[C:4](=[CH:5][CH:6]=[C:7]([N:13]3[CH2:18][CH2:17][CH2:16][CH2:15][CH2:14]3)[CH:8]=2)[N:3]=1. The catalyst class is: 8. (4) Reactant: [F:1][C:2]1[C:3]2[N:4]([CH:20]=[N:21][CH:22]=2)[C:5]([NH:11][C:12]2[CH:17]=[CH:16][C:15]([I:18])=[CH:14][C:13]=2[F:19])=[C:6]([C:8](O)=[O:9])[CH:7]=1.CN(C(ON1N=NC2C=CC=NC1=2)=[N+](C)C)C.F[P-](F)(F)(F)(F)F.CCN(C(C)C)C(C)C.Cl.[OH:57][C@@H:58]([CH3:62])[CH2:59][O:60][NH-:61]. Product: [OH:57][C@@H:58]([CH3:62])[CH2:59][O:60][NH:61][C:8]([C:6]1[CH:7]=[C:2]([F:1])[C:3]2[N:4]([CH:20]=[N:21][CH:22]=2)[C:5]=1[NH:11][C:12]1[CH:17]=[CH:16][C:15]([I:18])=[CH:14][C:13]=1[F:19])=[O:9]. The catalyst class is: 1. (5) Reactant: [OH:1][C@@H:2]1[CH2:7][CH2:6][CH2:5][CH2:4][C@H:3]1[O:8][C:9]1[CH:10]=[CH:11][CH:12]=[C:13]2[C:17]=1[C:16](=[O:18])[N:15]([CH2:19][CH:20]1[CH2:25][CH2:24][N:23](C(OC(C)(C)C)=O)[CH2:22][CH2:21]1)[CH2:14]2.Cl. Product: [OH:1][C@@H:2]1[CH2:7][CH2:6][CH2:5][CH2:4][C@H:3]1[O:8][C:9]1[CH:10]=[CH:11][CH:12]=[C:13]2[C:17]=1[C:16](=[O:18])[N:15]([CH2:19][CH:20]1[CH2:25][CH2:24][NH:23][CH2:22][CH2:21]1)[CH2:14]2. The catalyst class is: 13. (6) The catalyst class is: 20. Reactant: O.[OH-].[Li+].C[O:5][C:6](=[O:36])[CH2:7][C:8]1[C:17]([CH3:18])=[C:16]([C:19]2[CH:24]=[CH:23][C:22]([S:25]([C:28]3[CH:33]=[CH:32][CH:31]=[C:30]([Cl:34])[CH:29]=3)(=[O:27])=[O:26])=[CH:21][CH:20]=2)[C:15]2[C:10](=[CH:11][CH:12]=[C:13]([F:35])[CH:14]=2)[CH:9]=1. Product: [Cl:34][C:30]1[CH:29]=[C:28]([S:25]([C:22]2[CH:21]=[CH:20][C:19]([C:16]3[C:15]4[C:10](=[CH:11][CH:12]=[C:13]([F:35])[CH:14]=4)[CH:9]=[C:8]([CH2:7][C:6]([OH:36])=[O:5])[C:17]=3[CH3:18])=[CH:24][CH:23]=2)(=[O:27])=[O:26])[CH:33]=[CH:32][CH:31]=1. (7) Reactant: [Br-].[CH2:2]([NH:4][C:5](=[O:29])[CH2:6][CH2:7][CH2:8][CH2:9][P+](C1C=CC=CC=1)(C1C=CC=CC=1)C1C=CC=CC=1)[CH3:3].CC([O-])(C)C.[K+].[OH:36][C@@H:37]([CH2:50][CH2:51][C:52]1[CH:57]=[CH:56][CH:55]=[CH:54][CH:53]=1)/[CH:38]=[CH:39]/[C@@H:40]1[C@@H:47]2[C@@H:43]([O:44][CH:45](O)[CH2:46]2)[CH2:42][C@H:41]1[OH:49]. Product: [CH3:3][CH2:2][NH:4][C:5]([CH2:6][CH2:7][CH2:8]/[CH:9]=[CH:45]\[CH2:46][C@@H:47]1[C@@H:40](/[CH:39]=[CH:38]/[C@@H:37]([OH:36])[CH2:50][CH2:51][C:52]2[CH:57]=[CH:56][CH:55]=[CH:54][CH:53]=2)[C@H:41]([OH:49])[CH2:42][C@@H:43]1[OH:44])=[O:29]. The catalyst class is: 1. (8) Reactant: Br[C:2]1[CH:7]=[CH:6][CH:5]=[CH:4][C:3]=1[Cl:8].[C:9]1(B(O)O)[CH:14]=[CH:13][CH:12]=[CH:11][CH:10]=1.[F-].[K+]. Product: [Cl:8][C:3]1[CH:4]=[CH:5][CH:6]=[CH:7][C:2]=1[C:9]1[CH:14]=[CH:13][CH:12]=[CH:11][CH:10]=1. The catalyst class is: 1. (9) Reactant: [NH:1]1[CH:5]=[CH:4][N:3]=[C:2]1[C:6]([O:8][CH2:9][CH3:10])=[O:7].[Cl:11][C:12]1[CH:19]=[CH:18][C:15]([CH2:16]Cl)=[CH:14][CH:13]=1.C(=O)([O-])[O-].[Na+].[Na+].O. Product: [Cl:11][C:12]1[CH:19]=[CH:18][C:15]([CH2:16][N:1]2[CH:5]=[CH:4][N:3]=[C:2]2[C:6]([O:8][CH2:9][CH3:10])=[O:7])=[CH:14][CH:13]=1. The catalyst class is: 3.